From a dataset of Reaction yield outcomes from USPTO patents with 853,638 reactions. Predict the reaction yield, written as a fraction of the theoretical maximum amount of product (1.0 means a 100% yield; for example, 0.34 means a 34% yield). (1) The reactants are ClC(Cl)(Cl)C[O:4][C:5](=O)[NH:6][C:7]1[N:8]([C:16]2[CH:21]=[CH:20][C:19]([CH3:22])=[CH:18][CH:17]=2)[N:9]=[C:10]([C:12]([CH3:15])([CH3:14])[CH3:13])[CH:11]=1.[C:26]([O:30][C:31]([N:33]1[CH2:38][CH2:37][CH:36]([CH2:39][C:40]2[N:44]3[CH:45]=[C:46]([O:49][C@H:50]4[C:59]5[C:54](=[CH:55][CH:56]=[CH:57][CH:58]=5)[C@@H:53]([NH2:60])[CH2:52][CH2:51]4)[CH:47]=[CH:48][C:43]3=[N:42][N:41]=2)[CH2:35][CH2:34]1)=[O:32])([CH3:29])([CH3:28])[CH3:27].CCN(C(C)C)C(C)C.CO. The catalyst is CN(C=O)C.C(Cl)Cl. The product is [C:26]([O:30][C:31]([N:33]1[CH2:38][CH2:37][CH:36]([CH2:39][C:40]2[N:44]3[CH:45]=[C:46]([O:49][C@H:50]4[C:59]5[C:54](=[CH:55][CH:56]=[CH:57][CH:58]=5)[C@@H:53]([NH:60][C:5]([NH:6][C:7]5[N:8]([C:16]6[CH:21]=[CH:20][C:19]([CH3:22])=[CH:18][CH:17]=6)[N:9]=[C:10]([C:12]([CH3:15])([CH3:14])[CH3:13])[CH:11]=5)=[O:4])[CH2:52][CH2:51]4)[CH:47]=[CH:48][C:43]3=[N:42][N:41]=2)[CH2:35][CH2:34]1)=[O:32])([CH3:29])([CH3:27])[CH3:28]. The yield is 0.580. (2) The reactants are [CH:1]1([S:4]([C:7]2[CH:12]=[CH:11][C:10]([CH:13]([C:21]3[NH:25][C:24]([C:26]4[N:31]=[CH:30][C:29]([OH:32])=[CH:28][CH:27]=4)=[CH:23][CH:22]=3)[CH2:14][CH:15]3[CH2:20][CH2:19][O:18][CH2:17][CH2:16]3)=[CH:9][CH:8]=2)(=[O:6])=[O:5])[CH2:3][CH2:2]1.[CH2:33](O)[CH3:34].C(P(CCCC)CCCC)CCC.N(C(N1CCCCC1)=O)=NC(N1CCCCC1)=O. The catalyst is O1CCCC1. The product is [CH:1]1([S:4]([C:7]2[CH:12]=[CH:11][C:10]([CH:13]([C:21]3[NH:25][C:24]([C:26]4[CH:27]=[CH:28][C:29]([O:32][CH2:33][CH3:34])=[CH:30][N:31]=4)=[CH:23][CH:22]=3)[CH2:14][CH:15]3[CH2:20][CH2:19][O:18][CH2:17][CH2:16]3)=[CH:9][CH:8]=2)(=[O:6])=[O:5])[CH2:3][CH2:2]1. The yield is 0.800. (3) The reactants are Br[C:2]1[CH:3]=[CH:4][C:5]([O:8][CH3:9])=[N:6][CH:7]=1.[C:10](=[N:23][NH2:24])([C:17]1[CH:22]=[CH:21][CH:20]=[CH:19][CH:18]=1)[C:11]1[CH:16]=[CH:15][CH:14]=[CH:13][CH:12]=1.CC(C)([O-])C.[Na+]. The catalyst is C1(C)C=CC=CC=1.C1C=CC(/C=C/C(/C=C/C2C=CC=CC=2)=O)=CC=1.C1C=CC(/C=C/C(/C=C/C2C=CC=CC=2)=O)=CC=1.C1C=CC(/C=C/C(/C=C/C2C=CC=CC=2)=O)=CC=1.[Pd].[Pd]. The product is [C:11]1([C:10]([C:17]2[CH:22]=[CH:21][CH:20]=[CH:19][CH:18]=2)=[N:23][NH:24][C:2]2[CH:3]=[CH:4][C:5]([O:8][CH3:9])=[N:6][CH:7]=2)[CH:12]=[CH:13][CH:14]=[CH:15][CH:16]=1. The yield is 0.680. (4) The yield is 0.640. The product is [N+:1]([C:4]1[CH:5]=[CH:6][C:7]2[O:12][C@@:11]([CH3:18])([CH:13]([O:16][CH3:17])[O:14][CH3:15])[C@H:10]([OH:19])[C@@H:9]([N:28]([C:25]3[CH:26]=[CH:27][C:22]([Cl:21])=[CH:23][CH:24]=3)[CH2:29][C:30]3[NH:31][CH:32]=[CH:33][N:34]=3)[C:8]=2[CH:20]=1)([O-:3])=[O:2]. No catalyst specified. The reactants are [N+:1]([C:4]1[CH:5]=[CH:6][C:7]2[O:12][C@@:11]([CH3:18])([CH:13]([O:16][CH3:17])[O:14][CH3:15])[C@@H:10]3[O:19][C@@H:9]3[C:8]=2[CH:20]=1)([O-:3])=[O:2].[Cl:21][C:22]1[CH:27]=[CH:26][C:25]([NH:28][CH2:29][C:30]2[NH:31][CH:32]=[CH:33][N:34]=2)=[CH:24][CH:23]=1. (5) The reactants are [CH:1]1[C:10]2[C:5](=[CH:6][CH:7]=[CH:8][CH:9]=2)[CH:4]=[CH:3][C:2]=1[S:11](Cl)(=[O:13])=[O:12].[NH2:15][C:16]1[CH:17]=[C:18]2[C:22](=[CH:23][CH:24]=1)[N:21]([CH2:25][CH2:26][N:27]([CH3:29])[CH3:28])[CH:20]=[CH:19]2. The catalyst is CN(C)C=O.C(N(C(C)C)C(C)C)C. The product is [CH3:28][N:27]([CH3:29])[CH2:26][CH2:25][N:21]1[C:22]2[C:18](=[CH:17][C:16]([NH:15][S:11]([C:2]3[CH:3]=[CH:4][C:5]4[C:10](=[CH:9][CH:8]=[CH:7][CH:6]=4)[CH:1]=3)(=[O:13])=[O:12])=[CH:24][CH:23]=2)[CH:19]=[CH:20]1. The yield is 0.800. (6) The reactants are [C:1]([O:5][C:6]([N:8]1[CH2:13][CH2:12][NH:11][CH:10]([CH3:14])[CH2:9]1)=[O:7])([CH3:4])([CH3:3])[CH3:2].[Cl:15][C:16]1[C:21](Cl)=[N:20][CH:19]=[CH:18][N:17]=1.CN(C=O)C. The catalyst is O. The product is [C:1]([O:5][C:6]([N:8]1[CH2:13][CH2:12][N:11]([C:21]2[C:16]([Cl:15])=[N:17][CH:18]=[CH:19][N:20]=2)[CH:10]([CH3:14])[CH2:9]1)=[O:7])([CH3:4])([CH3:2])[CH3:3]. The yield is 0.450. (7) The catalyst is C(OCC)C.N1C=CC=CC=1.C(Cl)Cl.CN(C)C=O. The product is [F:1][C:2]1[CH:3]=[C:4]([CH:8]=[CH:9][C:10]=1[O:11][CH3:12])[C:5]([O:7][C:19]1[C:18]([NH:17][C:5](=[O:6])[C:4]2[CH:8]=[CH:9][C:10]([O:11][CH3:12])=[C:2]([F:1])[CH:3]=2)=[CH:23][C:22]([O:24][CH3:25])=[CH:21][C:20]=1[Br:26])=[O:6]. The yield is 0.970. The reactants are [F:1][C:2]1[CH:3]=[C:4]([CH:8]=[CH:9][C:10]=1[O:11][CH3:12])[C:5]([OH:7])=[O:6].S(Cl)(Cl)=O.[NH2:17][C:18]1[CH:23]=[C:22]([O:24][CH3:25])[CH:21]=[C:20]([Br:26])[C:19]=1O. (8) The reactants are [F:1][C:2]1[CH:3]=[C:4]2[C:9](=[CH:10][CH:11]=1)[N:8]=[C:7]([NH:12][C:13](=[O:17])OCC)[C:6]([O:18][CH3:19])=[N:5]2.[CH3:20][C:21]1[CH:22]=[C:23]([N:28]2[CH2:33][CH2:32][NH:31][CH2:30][CH2:29]2)[CH:24]=[C:25]([CH3:27])[CH:26]=1. No catalyst specified. The product is [F:1][C:2]1[CH:3]=[C:4]2[C:9](=[CH:10][CH:11]=1)[N:8]=[C:7]([NH:12][C:13]([N:31]1[CH2:32][CH2:33][N:28]([C:23]3[CH:24]=[C:25]([CH3:27])[CH:26]=[C:21]([CH3:20])[CH:22]=3)[CH2:29][CH2:30]1)=[O:17])[C:6]([O:18][CH3:19])=[N:5]2. The yield is 0.860.